This data is from Catalyst prediction with 721,799 reactions and 888 catalyst types from USPTO. The task is: Predict which catalyst facilitates the given reaction. (1) Reactant: [CH2:1]([O:8][C:9]([N:11]1[CH2:15][CH2:14][CH2:13][C@@H:12]1[CH2:16][OH:17])=[O:10])[C:2]1[CH:7]=[CH:6][CH:5]=[CH:4][CH:3]=1.N1C=CN=C1.[Si:23](Cl)([C:26]([CH3:29])([CH3:28])[CH3:27])([CH3:25])[CH3:24]. Product: [CH2:1]([O:8][C:9]([N:11]1[CH2:15][CH2:14][CH2:13][C@@H:12]1[CH2:16][O:17][Si:23]([C:26]([CH3:29])([CH3:28])[CH3:27])([CH3:25])[CH3:24])=[O:10])[C:2]1[CH:7]=[CH:6][CH:5]=[CH:4][CH:3]=1. The catalyst class is: 3. (2) Reactant: [OH:1][C@H:2]1[CH2:7][CH2:6][C@H:5]([NH:8][C:9]2[C:18]3[C:13](=[CH:14][CH:15]=[CH:16][CH:17]=3)[C:12]([C:19]#[N:20])=[CH:11][CH:10]=2)[CH2:4][CH2:3]1.C(N(CC)CC)C.[CH3:28][S:29](Cl)(=[O:31])=[O:30]. Product: [C:19]([C:12]1[C:13]2[C:18](=[CH:17][CH:16]=[CH:15][CH:14]=2)[C:9]([NH:8][C@H:5]2[CH2:4][CH2:3][C@H:2]([O:1][S:29]([CH3:28])(=[O:31])=[O:30])[CH2:7][CH2:6]2)=[CH:10][CH:11]=1)#[N:20]. The catalyst class is: 4. (3) Reactant: [Cl:1][C:2]1[CH:3]=[C:4]([C:22]2[CH:27]=[CH:26][C:25]([C:28](O)=[O:29])=[CH:24][CH:23]=2)[CH:5]=[C:6]([Cl:21])[C:7]=1[CH2:8][CH:9]1[CH2:13][CH2:12][N:11]([CH:14]2[CH2:19][CH2:18][CH2:17][CH2:16][CH2:15]2)[C:10]1=[O:20].C([N:33]1[CH:37]=[CH:36][N:35]=C1)([N:33]1[CH:37]=[CH:36][N:35]=C1)=O.NCCNC(=O)OC(C)(C)C. Product: [NH2:33][CH2:37][CH2:36][NH:35][C:28]([C:25]1[CH:24]=[CH:23][C:22]([C:4]2[CH:3]=[C:2]([Cl:1])[C:7]([CH2:8][CH:9]3[CH2:13][CH2:12][N:11]([CH:14]4[CH2:19][CH2:18][CH2:17][CH2:16][CH2:15]4)[C:10]3=[O:20])=[C:6]([Cl:21])[CH:5]=2)=[CH:27][CH:26]=1)=[O:29]. The catalyst class is: 4. (4) Reactant: [CH3:1][N:2]([CH3:16])[C:3]1[C:7]2[CH:8]=[CH:9][CH:10]=[CH:11][C:6]=2[S:5][C:4]=1[C:12]([O:14]C)=[O:13].[Li+:17].[OH-]. Product: [CH3:1][N:2]([CH3:16])[C:3]1[C:7]2[CH:8]=[CH:9][CH:10]=[CH:11][C:6]=2[S:5][C:4]=1[C:12]([O-:14])=[O:13].[Li+:17]. The catalyst class is: 24. (5) Reactant: [N:1]1([C:12]([O:14][C:15]([CH3:18])([CH3:17])[CH3:16])=[O:13])[CH2:6][CH2:5][CH:4]([C:7]([O:9][CH2:10][CH3:11])=[O:8])[CH2:3][CH2:2]1.[Li+].[CH3:20]C([N-]C(C)C)C.CI. Product: [CH3:20][C:4]1([C:7]([O:9][CH2:10][CH3:11])=[O:8])[CH2:3][CH2:2][N:1]([C:12]([O:14][C:15]([CH3:17])([CH3:16])[CH3:18])=[O:13])[CH2:6][CH2:5]1. The catalyst class is: 1. (6) Reactant: [CH3:1][C:2]1[CH:7]=[C:6]([C:8]2[CH:13]=[CH:12][C:11]([C:14]([F:17])([F:16])[F:15])=[CH:10][CH:9]=2)[N:5]=[C:4]([C@H:18]2[CH2:22][CH2:21][C@:20]3([CH2:26][CH2:25][NH:24][C:23]3=[O:27])[N:19]2C(OC(C)(C)C)=O)[N:3]=1.CC1C=C(C2C=CC(C(F)(F)F)=CC=2)N=C([C@H]2CC[C@]3(CCNC3=O)N2)N=1.C(Cl)(Cl)[Cl:63].Cl. Product: [ClH:63].[CH3:1][C:2]1[CH:7]=[C:6]([C:8]2[CH:9]=[CH:10][C:11]([C:14]([F:15])([F:16])[F:17])=[CH:12][CH:13]=2)[N:5]=[C:4]([C@H:18]2[CH2:22][CH2:21][C@:20]3([CH2:26][CH2:25][NH:24][C:23]3=[O:27])[NH:19]2)[N:3]=1. The catalyst class is: 28. (7) Reactant: [NH2:1][C:2]1[CH:3]=[C:4]([CH3:9])[CH:5]=[CH:6][C:7]=1[NH2:8].[CH:10](S(O)(=O)=O)(O)[CH:11](S(O)(=O)=O)O.C(C=O)=O. Product: [CH3:9][C:4]1[CH:3]=[C:2]2[C:7](=[CH:6][CH:5]=1)[N:8]=[CH:11][CH:10]=[N:1]2. The catalyst class is: 6. (8) Reactant: C[O:2][C:3](=O)[C:4]([CH2:6]Br)=[CH2:5].[CH3:9]/[N:10]=[CH:11]/[C:12]#[C:13][C:14]1[CH:15]=[C:16]([CH3:20])[CH:17]=[CH:18][CH:19]=1.[NH4+].[Cl-].C(OC(=O)C)C. Product: [CH3:9][N:10]1[CH:11]([C:12]#[C:13][C:14]2[CH:15]=[C:16]([CH3:20])[CH:17]=[CH:18][CH:19]=2)[CH2:6][C:4](=[CH2:5])[C:3]1=[O:2]. The catalyst class is: 324. (9) Reactant: O[C:2]1[C:3]([OH:8])=[N:4][CH:5]=[CH:6][CH:7]=1.[F:9][C:10]([F:23])([F:22])[S:11](O[S:11]([C:10]([F:23])([F:22])[F:9])(=[O:13])=[O:12])(=[O:13])=[O:12].[OH2:24]. Product: [F:9][C:10]([F:23])([F:22])[S:11]([O:8][C:3]1[CH:2]=[C:7]([OH:24])[CH:6]=[CH:5][N:4]=1)(=[O:13])=[O:12]. The catalyst class is: 17.